Dataset: Full USPTO retrosynthesis dataset with 1.9M reactions from patents (1976-2016). Task: Predict the reactants needed to synthesize the given product. (1) Given the product [Cl:11][C:12]1[C:13]([CH:19]([S:28]([C:31]2[CH:36]=[CH:35][C:34]([Cl:37])=[CH:33][N:32]=2)(=[O:29])=[O:30])[C:20]2[CH:25]=[C:24]([F:26])[CH:23]=[CH:22][C:21]=2[F:27])=[CH:14][C:15]([NH:18][S:39]([CH3:38])(=[O:41])=[O:40])=[N:16][CH:17]=1, predict the reactants needed to synthesize it. The reactants are: C[Si]([N-][Si](C)(C)C)(C)C.[Na+].[Cl:11][C:12]1[C:13]([CH:19]([S:28]([C:31]2[CH:36]=[CH:35][C:34]([Cl:37])=[CH:33][N:32]=2)(=[O:30])=[O:29])[C:20]2[CH:25]=[C:24]([F:26])[CH:23]=[CH:22][C:21]=2[F:27])=[CH:14][C:15]([NH2:18])=[N:16][CH:17]=1.[CH3:38][S:39](Cl)(=[O:41])=[O:40].[Cl-].[NH4+]. (2) Given the product [CH3:25][O:26][C:27]1[CH:23]=[CH:24][C:12]([CH2:13][O:2][CH2:20][C@H:19]([CH3:21])[C@H:11]([O:10][Si:3]([C:6]([CH3:9])([CH3:8])[CH3:7])([CH3:4])[CH3:5])[C@@H:12]([CH3:18])[CH2:13][CH2:14][C:15]([OH:17])=[O:16])=[CH:11][CH:19]=1, predict the reactants needed to synthesize it. The reactants are: [Li+].[OH-:2].[Si:3]([O:10][CH:11]([CH:19]([CH3:21])[CH3:20])[CH:12]([CH3:18])[CH2:13][CH2:14][C:15]([O-:17])=[O:16])([C:6]([CH3:9])([CH3:8])[CH3:7])([CH3:5])[CH3:4].Cl.[CH2:23]1[CH2:27][O:26][CH2:25][CH2:24]1.O. (3) The reactants are: C([O:3][C:4](=O)[CH2:5][CH2:6][C@H:7]1[CH2:12][CH2:11][C@@H:10]([NH:13][C:14]([C:16]2[C:24]3[C:19](=[CH:20][CH:21]=[CH:22][CH:23]=3)[N:18]([CH:25]([CH3:27])[CH3:26])[N:17]=2)=[O:15])[CH2:9][N:8]1[C:28]([O:30][C:31]([CH3:34])([CH3:33])[CH3:32])=[O:29])C.[BH4-].[Li+]. Given the product [OH:3][CH2:4][CH2:5][CH2:6][C@H:7]1[CH2:12][CH2:11][C@@H:10]([NH:13][C:14]([C:16]2[C:24]3[C:19](=[CH:20][CH:21]=[CH:22][CH:23]=3)[N:18]([CH:25]([CH3:27])[CH3:26])[N:17]=2)=[O:15])[CH2:9][N:8]1[C:28]([O:30][C:31]([CH3:33])([CH3:32])[CH3:34])=[O:29], predict the reactants needed to synthesize it. (4) Given the product [CH3:1][S:2][C:16]1[CH:15]=[C:9]([CH:8]=[C:7]([N+:4]([O-:6])=[O:5])[CH:17]=1)[C:10]([O:12][CH2:13][CH3:14])=[O:11], predict the reactants needed to synthesize it. The reactants are: [CH3:1][S-:2].[Na+].[N+:4]([C:7]1[CH:8]=[C:9]([CH:15]=[C:16]([N+]([O-])=O)[CH:17]=1)[C:10]([O:12][CH2:13][CH3:14])=[O:11])([O-:6])=[O:5]. (5) Given the product [OH:8][C@H:9]([C:41]1[CH:46]=[CH:45][CH:44]=[CH:43][CH:42]=1)[C@@H:10]1[NH:11][C@H:12]([CH2:15][C:16]2[CH:17]=[CH:18][C:19]([C:22]([N:23]([CH3:32])[CH2:24][CH2:25][C:26]3[CH:31]=[CH:30][CH:29]=[CH:28][N:27]=3)=[O:33])=[CH:20][CH:21]=2)[CH2:13][CH2:14]1, predict the reactants needed to synthesize it. The reactants are: [Si]([O:8][C@H:9]([C:41]1[CH:46]=[CH:45][CH:44]=[CH:43][CH:42]=1)[C@H:10]1[CH2:14][CH2:13][C@@H:12]([CH2:15][C:16]2[CH:21]=[CH:20][C:19]([C:22](=[O:33])[N:23]([CH3:32])[CH2:24][CH2:25][C:26]3[CH:31]=[CH:30][CH:29]=[CH:28][N:27]=3)=[CH:18][CH:17]=2)[N:11]1C(OC(C)(C)C)=O)(C(C)(C)C)(C)C.C(O)(C(F)(F)F)=O.O. (6) The reactants are: [CH3:1][CH:2]([C:4]1[S:8][C:7]([CH2:9][N:10]2[CH2:15][CH2:14][O:13][CH2:12][CH2:11]2)=[N:6][C:5]=1[C:16]([O:18]CC)=[O:17])[CH3:3].[OH-].[Na+]. Given the product [CH3:3][CH:2]([C:4]1[S:8][C:7]([CH2:9][N:10]2[CH2:11][CH2:12][O:13][CH2:14][CH2:15]2)=[N:6][C:5]=1[C:16]([OH:18])=[O:17])[CH3:1], predict the reactants needed to synthesize it. (7) Given the product [CH3:1][C:2]1[C:6]([C:18]2[CH:19]=[C:20]([NH:24][C:25](=[O:26])[OH:27])[CH:21]=[CH:22][CH:23]=2)=[C:5]([CH3:16])[O:4][N:3]=1, predict the reactants needed to synthesize it. The reactants are: [CH3:1][C:2]1[C:6](B2OC(C)(C)C(C)(C)O2)=[C:5]([CH3:16])[O:4][N:3]=1.I[C:18]1[CH:19]=[C:20]([NH:24][C:25](=[O:27])[OH:26])[CH:21]=[CH:22][CH:23]=1. (8) Given the product [NH:5]1[C:13]2[C:8](=[CH:9][C:10]([NH:14][CH:15]3[CH2:19][CH2:18][N:17]([CH2:22][C:24]4[CH:25]=[CH:26][C:27]([NH:30][C:31](=[O:33])[CH3:32])=[CH:28][CH:29]=4)[CH2:16]3)=[CH:11][CH:12]=2)[CH:7]=[N:6]1, predict the reactants needed to synthesize it. The reactants are: CC(C)(C)C([N:5]1[C:13]2[C:8](=[CH:9][C:10]([NH:14][CH:15]3[CH2:19][CH2:18][NH:17][CH2:16]3)=[CH:11][CH:12]=2)[CH:7]=[N:6]1)=O.[CH:22]([C:24]1[CH:29]=[CH:28][C:27]([NH:30][C:31](=[O:33])[CH3:32])=[CH:26][CH:25]=1)=O.C(O[BH-](OC(=O)C)OC(=O)C)(=O)C.[Na+].C[O-].[Na+].